This data is from Reaction yield outcomes from USPTO patents with 853,638 reactions. The task is: Predict the reaction yield, written as a fraction of the theoretical maximum amount of product (1.0 means a 100% yield; for example, 0.34 means a 34% yield). (1) The reactants are [O:1]1[C:5]2[CH:6]=[CH:7][CH:8]=[CH:9][C:4]=2[N:3]=[C:2]1[C:10]1[CH:29]=[CH:28][C:13]2[N:14]([CH:22]3[CH2:27][CH2:26][O:25][CH2:24][CH2:23]3)[C:15]([C:17]3[O:18][CH:19]=[CH:20][CH:21]=3)=[N:16][C:12]=2[CH:11]=1.[H][H]. The catalyst is CO.C(OCC)(=O)C.[C].[Pd]. The product is [O:1]1[C:5]2[CH:6]=[CH:7][CH:8]=[CH:9][C:4]=2[N:3]=[C:2]1[C:10]1[CH:29]=[CH:28][C:13]2[N:14]([CH:22]3[CH2:23][CH2:24][O:25][CH2:26][CH2:27]3)[C:15]([CH:17]3[CH2:21][CH2:20][CH2:19][O:18]3)=[N:16][C:12]=2[CH:11]=1. The yield is 0.340. (2) The reactants are Br[C:2]1[N:3]=[C:4]2[C:10]([CH2:11][CH3:12])=[C:9]([C:13]3[CH:18]=[CH:17][C:16]([C:19]4([CH3:24])[O:23][CH2:22][CH2:21][O:20]4)=[CH:15][CH:14]=3)[N:8]([CH2:25][O:26][CH2:27][CH2:28][Si:29]([CH3:32])([CH3:31])[CH3:30])[C:5]2=[N:6][CH:7]=1.[Li][CH2:34][CH2:35][CH2:36]C.C([Cu])#N.C(Br)C=C.C([O-])(O)=O.[Na+]. The catalyst is C1COCC1.CCOC(C)=O.O. The product is [CH2:36]([C:2]1[N:3]=[C:4]2[C:10]([CH2:11][CH3:12])=[C:9]([C:13]3[CH:14]=[CH:15][C:16]([C:19]4([CH3:24])[O:20][CH2:21][CH2:22][O:23]4)=[CH:17][CH:18]=3)[N:8]([CH2:25][O:26][CH2:27][CH2:28][Si:29]([CH3:30])([CH3:32])[CH3:31])[C:5]2=[N:6][CH:7]=1)[CH:35]=[CH2:34]. The yield is 0.700. (3) The reactants are [C:1]([O:5][C:6](=[O:26])[NH:7][CH2:8][CH2:9][NH:10][CH2:11][CH:12]1[CH2:17][CH2:16][N:15]([C:18]2[CH:23]=[CH:22][C:21](=[O:24])[N:20]([CH3:25])[N:19]=2)[CH2:14][CH2:13]1)([CH3:4])([CH3:3])[CH3:2].C(N(CC)CC)C.Br[CH2:35][C:36]([Cl:38])=O.[OH2:39].ClCCl. The catalyst is ClCCl. The product is [C:1]([O:5][C:6](=[O:26])[NH:7][CH2:8][CH2:9][N:10]([C:35](=[O:39])[CH2:36][Cl:38])[CH2:11][CH:12]1[CH2:13][CH2:14][N:15]([C:18]2[CH:23]=[CH:22][C:21](=[O:24])[N:20]([CH3:25])[N:19]=2)[CH2:16][CH2:17]1)([CH3:4])([CH3:3])[CH3:2]. The yield is 0.440. (4) The reactants are [CH3:1][O:2][CH2:3][CH:4]1[CH2:9][CH2:8][CH2:7][N:6]([C:10]2[CH:15]=[CH:14][NH:13][C:12](=[S:16])[C:11]=2[C:17]#[N:18])[CH2:5]1.[OH-].[Na+].Cl[CH2:22][C:23]([NH2:25])=[O:24].O. The catalyst is CN(C)C=O.C(OCC)(=O)C. The product is [NH2:18][C:17]1[C:11]2[C:12](=[N:13][CH:14]=[CH:15][C:10]=2[N:6]2[CH2:7][CH2:8][CH2:9][CH:4]([CH2:3][O:2][CH3:1])[CH2:5]2)[S:16][C:22]=1[C:23]([NH2:25])=[O:24]. The yield is 0.950. (5) No catalyst specified. The reactants are [CH3:1][O:2][C:3]1[CH:4]=[C:5]([CH:8]=[CH:9][C:10]=1[OH:11])[CH:6]=[O:7].Br[CH2:13][CH2:14]C.OC1C=CC(C=O)=CC=1. The product is [CH2:13]([O:11][C:10]1[CH:9]=[CH:8][C:5]([CH:6]=[O:7])=[CH:4][C:3]=1[O:2][CH3:1])[CH3:14]. The yield is 0.900. (6) The reactants are [Cl:1][C:2]1[CH:7]=[CH:6][C:5]([CH2:8][CH2:9][C:10]([O:12][CH2:13][CH3:14])=[O:11])=[CH:4][C:3]=1[C@H:15]([OH:28])[CH2:16]OS(C1C=CC(C)=CC=1)(=O)=O.C(=O)([O-])[O-].[K+].[K+]. The catalyst is C(O)C. The product is [Cl:1][C:2]1[CH:7]=[CH:6][C:5]([CH2:8][CH2:9][C:10]([O:12][CH2:13][CH3:14])=[O:11])=[CH:4][C:3]=1[C@H:15]1[CH2:16][O:28]1. The yield is 0.780. (7) The reactants are [O:1]=[C:2]1[CH2:7][CH2:6][N:5]([C:8]([O:10][C:11]([CH3:14])([CH3:13])[CH3:12])=[O:9])[CH2:4][CH2:3]1.[CH3:15][O:16][C:17]1[CH:18]=[C:19]([CH2:23][C:24](Cl)=[O:25])[CH:20]=[CH:21][CH:22]=1. No catalyst specified. The product is [CH3:15][O:16][C:17]1[CH:18]=[C:19]([CH2:23][C:24]([CH:7]2[C:2](=[O:1])[CH2:3][CH2:4][N:5]([C:8]([O:10][C:11]([CH3:14])([CH3:13])[CH3:12])=[O:9])[CH2:6]2)=[O:25])[CH:20]=[CH:21][CH:22]=1. The yield is 0.660. (8) The reactants are Cl[C:2]1[CH:11]=[C:10]([C:12]2[CH:17]=[CH:16][CH:15]=[CH:14][C:13]=2[CH3:18])[C:5]([C:6]([NH:8][CH3:9])=[O:7])=[CH:4][N:3]=1.[C:19]([O:23][C:24]([N:26]1[CH2:31][CH2:30][NH:29][CH2:28][CH2:27]1)=[O:25])([CH3:22])([CH3:21])[CH3:20].C(N(C(C)C)C(C)C)C. The catalyst is CN(C1C=CN=CC=1)C.ClCCl. The product is [C:19]([O:23][C:24]([N:26]1[CH2:31][CH2:30][N:29]([C:2]2[CH:11]=[C:10]([C:12]3[CH:17]=[CH:16][CH:15]=[CH:14][C:13]=3[CH3:18])[C:5]([C:6](=[O:7])[NH:8][CH3:9])=[CH:4][N:3]=2)[CH2:28][CH2:27]1)=[O:25])([CH3:22])([CH3:20])[CH3:21]. The yield is 0.480. (9) The reactants are CC(OI1(OC(C)=O)(OC(C)=O)OC(=O)C2C=CC=CC1=2)=O.[OH:23][CH2:24][C@H:25]1[CH2:30][CH2:29][C@H:28]([CH2:31][C:32]([O:34][C:35]([CH3:38])([CH3:37])[CH3:36])=[O:33])[CH2:27][CH2:26]1. The catalyst is C(Cl)Cl. The product is [CH:24]([C@H:25]1[CH2:30][CH2:29][C@H:28]([CH2:31][C:32]([O:34][C:35]([CH3:38])([CH3:37])[CH3:36])=[O:33])[CH2:27][CH2:26]1)=[O:23]. The yield is 0.520. (10) The yield is 0.750. The product is [CH3:3][O:2][C:29]1[CH:22]=[C:23]([CH2:24][N:15]2[CH2:19][CH2:18][CH2:17][CH2:16]2)[CH:26]=[C:27]([Cl:31])[C:28]=1[OH:30]. The catalyst is C(Cl)Cl. The reactants are [BH-](OC(C)=O)(OC(C)=O)[O:2][C:3](C)=O.[Na+].[NH:15]1[CH2:19][CH2:18][CH2:17][CH2:16]1.CO[C:22]1[CH:29]=[C:28]([OH:30])[C:27]([Cl:31])=[CH:26][C:23]=1[CH:24]=O.Cl.